This data is from CYP1A2 inhibition data for predicting drug metabolism from PubChem BioAssay. The task is: Regression/Classification. Given a drug SMILES string, predict its absorption, distribution, metabolism, or excretion properties. Task type varies by dataset: regression for continuous measurements (e.g., permeability, clearance, half-life) or binary classification for categorical outcomes (e.g., BBB penetration, CYP inhibition). Dataset: cyp1a2_veith. (1) The drug is Cc1n[nH]c(C)c1S(=O)(=O)N1CCOCC1. The result is 0 (non-inhibitor). (2) The molecule is C=CCn1c(C(C)NC(=O)c2ccccc2)n[nH]c1=S. The result is 0 (non-inhibitor).